From a dataset of Reaction yield outcomes from USPTO patents with 853,638 reactions. Predict the reaction yield, written as a fraction of the theoretical maximum amount of product (1.0 means a 100% yield; for example, 0.34 means a 34% yield). (1) The reactants are [C:1]([O:4][CH2:5][C:6]([CH3:36])([CH3:35])[CH2:7][N:8]1[C:14]2[CH:15]=[CH:16][C:17]([Cl:19])=[CH:18][C:13]=2[C@@H:12]([C:20]2[CH:25]=[CH:24][CH:23]=[C:22]([O:26][CH3:27])[C:21]=2[O:28][CH3:29])[O:11][C@H:10]([CH2:30][C:31](O)=[O:32])[C:9]1=[O:34])(=[O:3])[CH3:2].C(N(CC)CC)C.ClC(OCC(C)C)=O.Cl.[NH2:53][C:54]1[C:55]([CH3:70])=[C:56]([CH3:69])[C:57]2[O:61][C:60]([C:62]([O:64][CH2:65][CH3:66])=[O:63])=[CH:59][C:58]=2[C:67]=1[CH3:68].N1C=CC=CC=1. The catalyst is CN(C)C=O.O. The product is [C:1]([O:4][CH2:5][C:6]([CH3:36])([CH3:35])[CH2:7][N:8]1[C:14]2[CH:15]=[CH:16][C:17]([Cl:19])=[CH:18][C:13]=2[C@@H:12]([C:20]2[CH:25]=[CH:24][CH:23]=[C:22]([O:26][CH3:27])[C:21]=2[O:28][CH3:29])[O:11][C@H:10]([CH2:30][C:31]([NH:53][C:54]2[C:55]([CH3:70])=[C:56]([CH3:69])[C:57]3[O:61][C:60]([C:62]([O:64][CH2:65][CH3:66])=[O:63])=[CH:59][C:58]=3[C:67]=2[CH3:68])=[O:32])[C:9]1=[O:34])(=[O:3])[CH3:2]. The yield is 0.840. (2) The reactants are Br[CH2:2][CH2:3][O:4][Si:5]([C:8]([CH3:11])([CH3:10])[CH3:9])([CH3:7])[CH3:6].C(=O)([O-])[O-].[K+].[K+].[CH:18]1([C:21]2[CH:22]=[C:23]([NH2:37])[CH:24]=[C:25]3[C:29]=2[N:28]([C:30]2[N:35]=[CH:34][C:33]([CH3:36])=[CH:32][N:31]=2)[CH:27]=[CH:26]3)[CH2:20][CH2:19]1. The catalyst is C(#N)C. The product is [Si:5]([O:4][CH2:3][CH2:2][NH:37][C:23]1[CH:24]=[C:25]2[C:29](=[C:21]([CH:18]3[CH2:19][CH2:20]3)[CH:22]=1)[N:28]([C:30]1[N:35]=[CH:34][C:33]([CH3:36])=[CH:32][N:31]=1)[CH:27]=[CH:26]2)([C:8]([CH3:11])([CH3:10])[CH3:9])([CH3:7])[CH3:6]. The yield is 0.397.